Dataset: Full USPTO retrosynthesis dataset with 1.9M reactions from patents (1976-2016). Task: Predict the reactants needed to synthesize the given product. (1) Given the product [F:43][C:40]1[CH:41]=[CH:42][C:37]([CH2:36][N:20]2[CH2:19][CH2:18][N:17]([C:21]3[S:22][C:23]([C:30]([O:32][CH2:33][CH3:34])=[O:31])=[C:24]([C:26]([F:29])([F:28])[F:27])[N:25]=3)[C:16]2=[O:15])=[CH:38][CH:39]=1, predict the reactants needed to synthesize it. The reactants are: O=C1NCCN1C1SC(C([O-])=O)=CN=1.[O:15]=[C:16]1[NH:20][CH2:19][CH2:18][N:17]1[C:21]1[S:22][C:23]([C:30]([O:32][CH2:33][CH3:34])=[O:31])=[C:24]([C:26]([F:29])([F:28])[F:27])[N:25]=1.Br[CH2:36][C:37]1[CH:42]=[CH:41][C:40]([F:43])=[CH:39][CH:38]=1. (2) Given the product [C:7]([C:9]1[CH:14]=[CH:13][C:12]([NH:6][C:1](=[O:5])[C:2]([CH3:4])=[CH2:3])=[CH:11][C:10]=1[C:16]([F:17])([F:18])[F:19])#[N:8], predict the reactants needed to synthesize it. The reactants are: [C:1]([NH2:6])(=[O:5])[C:2]([CH3:4])=[CH2:3].[C:7]([C:9]1[CH:14]=[CH:13][C:12](F)=[CH:11][C:10]=1[C:16]([F:19])([F:18])[F:17])#[N:8].[H-].[Na+].Cl. (3) Given the product [NH2:1][CH2:4][CH:5]1[CH2:10][CH:9]([O:11][Si:12]([C:15]([CH3:18])([CH3:17])[CH3:16])([CH3:14])[CH3:13])[CH2:8][N:7]([C:19]([O:21][C:22]([CH3:25])([CH3:24])[CH3:23])=[O:20])[CH2:6]1, predict the reactants needed to synthesize it. The reactants are: [N:1]([CH2:4][CH:5]1[CH2:10][CH:9]([O:11][Si:12]([C:15]([CH3:18])([CH3:17])[CH3:16])([CH3:14])[CH3:13])[CH2:8][N:7]([C:19]([O:21][C:22]([CH3:25])([CH3:24])[CH3:23])=[O:20])[CH2:6]1)=[N+]=[N-]. (4) Given the product [N:28]1([CH2:34][CH2:35][CH2:36][NH:37][C:38](=[S:39])[N:9]([CH2:8][CH2:7][N:1]2[CH2:6][CH2:5][CH2:4][CH2:3][CH2:2]2)[CH2:10][C:11]2[CH:16]=[CH:15][CH:14]=[C:13]([O:17][C:18]3[CH:23]=[CH:22][CH:21]=[C:20]([C:24]([F:25])([F:26])[F:27])[CH:19]=3)[CH:12]=2)[CH2:33][CH2:32][O:31][CH2:30][CH2:29]1, predict the reactants needed to synthesize it. The reactants are: [N:1]1([CH2:7][CH2:8][NH:9][CH2:10][C:11]2[CH:16]=[CH:15][CH:14]=[C:13]([O:17][C:18]3[CH:23]=[CH:22][CH:21]=[C:20]([C:24]([F:27])([F:26])[F:25])[CH:19]=3)[CH:12]=2)[CH2:6][CH2:5][CH2:4][CH2:3][CH2:2]1.[N:28]1([CH2:34][CH2:35][CH2:36][N:37]=[C:38]=[S:39])[CH2:33][CH2:32][O:31][CH2:30][CH2:29]1.